Dataset: Reaction yield outcomes from USPTO patents with 853,638 reactions. Task: Predict the reaction yield, written as a fraction of the theoretical maximum amount of product (1.0 means a 100% yield; for example, 0.34 means a 34% yield). (1) The product is [CH2:1]([C:8]1[CH:13]=[C:12]([CH3:14])[N:11]=[C:10]([NH:15][C:16]2[CH:25]=[CH:24][C:19]([C:20]([NH:28][NH2:29])=[O:21])=[C:18]([F:26])[CH:17]=2)[N:9]=1)[C:2]1[CH:7]=[CH:6][CH:5]=[CH:4][CH:3]=1. The catalyst is C(O)C. The yield is 0.820. The reactants are [CH2:1]([C:8]1[CH:13]=[C:12]([CH3:14])[N:11]=[C:10]([NH:15][C:16]2[CH:25]=[CH:24][C:19]([C:20](OC)=[O:21])=[C:18]([F:26])[CH:17]=2)[N:9]=1)[C:2]1[CH:7]=[CH:6][CH:5]=[CH:4][CH:3]=1.O.[NH2:28][NH2:29]. (2) The yield is 0.570. The product is [NH2:4][CH:5]1[CH2:14][C:13]2[C:8](=[CH:9][CH:10]=[CH:11][CH:12]=2)[N:7]([CH2:21][CH:22]2[CH2:27][O:26][C:25]([CH3:29])([CH3:28])[O:24][CH2:23]2)[C:6]1=[O:15]. The catalyst is CN(C=O)C. The reactants are [H-].[Na+].Cl.[NH2:4][CH:5]1[CH2:14][C:13]2[C:8](=[CH:9][CH:10]=[CH:11][CH:12]=2)[NH:7][C:6]1=[O:15].CS(O[CH2:21][CH:22]1[CH2:27][O:26][C:25]([CH3:29])([CH3:28])[O:24][CH2:23]1)(=O)=O. (3) The catalyst is CN(C=O)C. The reactants are [F:1][C:2]1[C:3]([OH:13])=[C:4]([I:12])[C:5]2[O:9][CH2:8][C:7](=[O:10])[C:6]=2[CH:11]=1.[C:14](=O)([O-])[O-].[K+].[K+].S(OC)(OC)(=O)=O.O. The yield is 0.210. The product is [F:1][C:2]1[C:3]([O:13][CH3:14])=[C:4]([I:12])[C:5]2[O:9][CH2:8][C:7](=[O:10])[C:6]=2[CH:11]=1. (4) The reactants are [CH3:1][NH:2][CH2:3][CH2:4][C@H:5]([C:16]1[CH:21]=[CH:20][CH:19]=[CH:18][CH:17]=1)[O:6][C:7]1[CH:12]=[CH:11][C:10]([CH2:13][CH2:14][OH:15])=[CH:9][CH:8]=1.[ClH:22]. The catalyst is O1CCOCC1. The product is [ClH:22].[CH3:1][NH:2][CH2:3][CH2:4][C@H:5]([C:16]1[CH:17]=[CH:18][CH:19]=[CH:20][CH:21]=1)[O:6][C:7]1[CH:12]=[CH:11][C:10]([CH2:13][CH2:14][OH:15])=[CH:9][CH:8]=1. The yield is 0.560. (5) The product is [O:43]=[C:34]1[N:33]([CH:30]2[CH2:29][CH2:28][N:27]([C:25]([NH:24][C@H:4]([CH2:5][C:6]3[CH:7]=[C:8]4[C:12](=[CH:13][CH:14]=3)[N:11]([S:15]([CH2:18][CH2:19][Si:20]([CH3:21])([CH3:23])[CH3:22])(=[O:17])=[O:16])[N:10]=[CH:9]4)[C:3]([OH:44])=[O:2])=[O:26])[CH2:32][CH2:31]2)[CH2:42][C:41]2[C:36](=[CH:37][CH:38]=[CH:39][CH:40]=2)[NH:35]1. The catalyst is O1CCCC1.CO.O. The reactants are C[O:2][C:3](=[O:44])[C@H:4]([NH:24][C:25]([N:27]1[CH2:32][CH2:31][CH:30]([N:33]2[CH2:42][C:41]3[C:36](=[CH:37][CH:38]=[CH:39][CH:40]=3)[NH:35][C:34]2=[O:43])[CH2:29][CH2:28]1)=[O:26])[CH2:5][C:6]1[CH:7]=[C:8]2[C:12](=[CH:13][CH:14]=1)[N:11]([S:15]([CH2:18][CH2:19][Si:20]([CH3:23])([CH3:22])[CH3:21])(=[O:17])=[O:16])[N:10]=[CH:9]2.O.[OH-].[Li+].Cl. The yield is 0.900. (6) The reactants are [C:1]([OH:7])(=O)[CH2:2][C:3]([OH:5])=O.[CH3:8][NH:9][C:10]([NH2:12])=[O:11].C(OC(=O)C)(=O)C. The catalyst is C(O)(=O)C. The product is [CH3:8][N:9]1[C:1](=[O:7])[CH2:2][C:3](=[O:5])[NH:12][C:10]1=[O:11]. The yield is 0.658. (7) The reactants are C(=O)([O-])[O-].[Cs+].[Cs+].Br[C:8]1[CH:13]=[CH:12][C:11]([O:14][CH3:15])=[C:10]([F:16])[CH:9]=1.[NH2:17][C:18]1[N:33]=[CH:32][CH:31]=[CH:30][C:19]=1[C:20]([NH:22][C:23]1[CH:28]=[CH:27][C:26]([F:29])=[CH:25][CH:24]=1)=[O:21].O1CCOCC1. The catalyst is O.C1C=CC(/C=C/C(/C=C/C2C=CC=CC=2)=O)=CC=1.C1C=CC(/C=C/C(/C=C/C2C=CC=CC=2)=O)=CC=1.C1C=CC(/C=C/C(/C=C/C2C=CC=CC=2)=O)=CC=1.[Pd].[Pd]. The product is [F:16][C:10]1[CH:9]=[C:8]([NH:17][C:18]2[N:33]=[CH:32][CH:31]=[CH:30][C:19]=2[C:20]([NH:22][C:23]2[CH:24]=[CH:25][C:26]([F:29])=[CH:27][CH:28]=2)=[O:21])[CH:13]=[CH:12][C:11]=1[O:14][CH3:15]. The yield is 0.930.